From a dataset of Reaction yield outcomes from USPTO patents with 853,638 reactions. Predict the reaction yield, written as a fraction of the theoretical maximum amount of product (1.0 means a 100% yield; for example, 0.34 means a 34% yield). The reactants are [Br:1][C:2]1[CH:23]=[CH:22][C:5]([CH2:6][C:7]2[CH:8]=[N:9][C:10]3[N:11]([N:13]=[CH:14][C:15]=3[C:16]([NH:18][CH2:19][CH2:20][OH:21])=[O:17])[CH:12]=2)=[CH:4][CH:3]=1.[OH-].[K+].[C:26](#[N:29])[CH:27]=[CH2:28]. The catalyst is O1CCOCC1. The product is [Br:1][C:2]1[CH:3]=[CH:4][C:5]([CH2:6][C:7]2[CH:8]=[N:9][C:10]3[N:11]([N:13]=[CH:14][C:15]=3[C:16]([NH:18][CH2:19][CH2:20][O:21][CH2:28][CH2:27][C:26]#[N:29])=[O:17])[CH:12]=2)=[CH:22][CH:23]=1. The yield is 0.380.